Predict the reaction yield, written as a fraction of the theoretical maximum amount of product (1.0 means a 100% yield; for example, 0.34 means a 34% yield). From a dataset of Reaction yield outcomes from USPTO patents with 853,638 reactions. (1) The reactants are [CH:1]1([CH2:6][CH:7]([C:11]2[CH:16]=[CH:15][C:14]([I:17])=[CH:13][CH:12]=2)[C:8]([OH:10])=[O:9])[CH2:5][CH2:4][CH2:3][CH2:2]1.[CH3:18]O. The catalyst is S(=O)(=O)(O)O. The product is [CH3:18][O:9][C:8](=[O:10])[CH:7]([C:11]1[CH:16]=[CH:15][C:14]([I:17])=[CH:13][CH:12]=1)[CH2:6][CH:1]1[CH2:5][CH2:4][CH2:3][CH2:2]1. The yield is 0.969. (2) The yield is 0.770. The reactants are Br[C:2]1[CH:7]=[CH:6][C:5]([F:8])=[CH:4][C:3]=1[CH:9]1[O:13]CCO1.C([Li])CCC.[B:19](OC(C)C)([O:24]C(C)C)[O:20]C(C)C.Cl. The catalyst is O1CCCC1.CCCCCC.O. The product is [F:8][C:5]1[CH:6]=[CH:7][C:2]([B:19]([OH:24])[OH:20])=[C:3]([CH:9]=[O:13])[CH:4]=1.